Dataset: Catalyst prediction with 721,799 reactions and 888 catalyst types from USPTO. Task: Predict which catalyst facilitates the given reaction. Reactant: Cl[C:2]1[NH:14][C:5]2=[N:6][CH:7]=[C:8]([C:10]([F:13])([F:12])[F:11])[CH:9]=[C:4]2[N:3]=1.[NH:15]1[CH2:20][CH2:19][C:18]2([C:28]3[C:23](=[CH:24][CH:25]=[CH:26][CH:27]=3)[C:22](=[O:29])[O:21]2)[CH2:17][CH2:16]1.O. Product: [F:11][C:10]([F:13])([F:12])[C:8]1[CH:9]=[C:4]2[N:3]=[C:2]([N:15]3[CH2:20][CH2:19][C:18]4([C:28]5[C:23](=[CH:24][CH:25]=[CH:26][CH:27]=5)[C:22](=[O:29])[O:21]4)[CH2:17][CH2:16]3)[NH:14][C:5]2=[N:6][CH:7]=1. The catalyst class is: 37.